This data is from Drug-target binding data from BindingDB using IC50 measurements. The task is: Regression. Given a target protein amino acid sequence and a drug SMILES string, predict the binding affinity score between them. We predict pIC50 (pIC50 = -log10(IC50 in M); higher means more potent). Dataset: bindingdb_ic50. The compound is CN[C@@H](C)C(=O)N[C@@H]1C(=O)N(Cc2c(OC)ccc3cc(Br)ccc23)c2cc(C(F)(F)F)ccc2O[C@H]1C. The target protein sequence is MRHHHHHHRSDAVSSDRNFPNSTNLPRNPSMADYEARIFTFGTWIYSVNKEQLARAGFYALGEGDKVKCFHCGGGLTDWKPSEDPWEQHAKWYPGCKYLLEQKGQEYINNIHLTHSLEECLVRTT. The pIC50 is 4.3.